This data is from NCI-60 drug combinations with 297,098 pairs across 59 cell lines. The task is: Regression. Given two drug SMILES strings and cell line genomic features, predict the synergy score measuring deviation from expected non-interaction effect. Drug 1: CN(CC1=CN=C2C(=N1)C(=NC(=N2)N)N)C3=CC=C(C=C3)C(=O)NC(CCC(=O)O)C(=O)O. Drug 2: C1=NC2=C(N=C(N=C2N1C3C(C(C(O3)CO)O)F)Cl)N. Cell line: BT-549. Synergy scores: CSS=8.30, Synergy_ZIP=-2.38, Synergy_Bliss=3.80, Synergy_Loewe=-0.115, Synergy_HSA=1.41.